From a dataset of Reaction yield outcomes from USPTO patents with 853,638 reactions. Predict the reaction yield, written as a fraction of the theoretical maximum amount of product (1.0 means a 100% yield; for example, 0.34 means a 34% yield). The reactants are [CH:1]1[C:6]2[NH:7][C:8]3[C:9](=[CH:10][CH:11]=[C:12]4[C:20]=3[NH:19][C:18]3[C:13]4=[CH:14][CH:15]=[CH:16][CH:17]=3)[C:5]=2[CH:4]=[CH:3][CH:2]=1.Br[C:22]1[CH:27]=[CH:26][CH:25]=[CH:24][CH:23]=1.CC([O-])(C)C.[Na+].P(C(C)(C)C)(C(C)(C)C)C(C)(C)C. The catalyst is C1(C)C=CC=CC=1.C1C=CC(/C=C/C(/C=C/C2C=CC=CC=2)=O)=CC=1.C1C=CC(/C=C/C(/C=C/C2C=CC=CC=2)=O)=CC=1.C1C=CC(/C=C/C(/C=C/C2C=CC=CC=2)=O)=CC=1.[Pd].[Pd]. The product is [C:22]1([N:7]2[C:8]3[C:9](=[CH:10][CH:11]=[C:12]4[C:13]5[CH:14]=[CH:15][CH:16]=[CH:17][C:18]=5[NH:19][C:20]4=3)[C:5]3[C:6]2=[CH:1][CH:2]=[CH:3][CH:4]=3)[CH:27]=[CH:26][CH:25]=[CH:24][CH:23]=1. The yield is 0.550.